Dataset: Catalyst prediction with 721,799 reactions and 888 catalyst types from USPTO. Task: Predict which catalyst facilitates the given reaction. (1) Reactant: C(N(CC)CC)C.[NH2:8][C:9]1[C:10]([O:27][CH3:28])=[C:11]([NH:19][S:20]([C:23]([F:26])([F:25])[F:24])(=[O:22])=[O:21])[CH:12]=[C:13]([C:15]([CH3:18])([CH3:17])[CH3:16])[CH:14]=1.[CH3:29][O:30][C:31]1[CH:32]=[C:33]([NH:48][C:49]2[N:54]=[C:53]([O:55][C:56]3[C:65]4[C:60](=[CH:61][CH:62]=[CH:63][CH:64]=4)[C:59]([NH:66][C:67](=O)[O:68]C4C=CC=CC=4)=[CH:58][CH:57]=3)[CH:52]=[CH:51][N:50]=2)[CH:34]=[C:35]([O:37][CH2:38][CH2:39][O:40][CH2:41][CH2:42][O:43][CH2:44][CH2:45][O:46][CH3:47])[CH:36]=1. Product: [C:15]([C:13]1[CH:14]=[C:9]([NH:8][C:67]([NH:66][C:59]2[C:60]3[C:65](=[CH:64][CH:63]=[CH:62][CH:61]=3)[C:56]([O:55][C:53]3[CH:52]=[CH:51][N:50]=[C:49]([NH:48][C:33]4[CH:34]=[C:35]([O:37][CH2:38][CH2:39][O:40][CH2:41][CH2:42][O:43][CH2:44][CH2:45][O:46][CH3:47])[CH:36]=[C:31]([O:30][CH3:29])[CH:32]=4)[N:54]=3)=[CH:57][CH:58]=2)=[O:68])[C:10]([O:27][CH3:28])=[C:11]([NH:19][S:20]([C:23]([F:24])([F:25])[F:26])(=[O:22])=[O:21])[CH:12]=1)([CH3:16])([CH3:17])[CH3:18]. The catalyst class is: 480. (2) Reactant: [CH3:1][N:2]([C:8]1[N:13]=[CH:12][N:11]=[C:10]([C:14](=[N:16][OH:17])[NH2:15])[CH:9]=1)[CH2:3][C:4]([F:7])([F:6])[F:5].[C:18](N1C=CN=C1)(N1C=CN=C1)=[O:19].N12CCCN=C1CCCCC2.Cl. Product: [CH3:1][N:2]([C:8]1[N:13]=[CH:12][N:11]=[C:10]([C:14]2[NH:16][O:17][C:18](=[O:19])[N:15]=2)[CH:9]=1)[CH2:3][C:4]([F:5])([F:7])[F:6]. The catalyst class is: 132. (3) Reactant: C(O[C@@H:5]1[CH2:14][C:9]2([CH2:13][CH2:12][CH2:11][CH2:10]2)[C@@H:8]([C:15]([O:17][CH3:18])=[O:16])[C:7]([CH3:19])=[CH:6]1)(=O)C.C1CCN2C(=NCCC2)CC1. Product: [CH3:19][C:7]1[CH:6]=[CH:5][CH2:14][C:9]2([CH2:10][CH2:11][CH2:12][CH2:13]2)[C:8]=1[C:15]([O:17][CH3:18])=[O:16]. The catalyst class is: 33. (4) Reactant: [CH:1]1[C:6]([C:7]([NH:9][NH2:10])=[O:8])=[CH:5][CH:4]=[N:3][CH:2]=1.[CH3:11][C:12]1[C:17]2[O:18][C@:19]3([CH3:70])[O:22][CH:23]=[CH:24][C@H:25]([O:68][CH3:69])[C@@H:26]([CH3:67])[C@@H:27]([O:63][C:64]([CH3:66])=[O:65])[C@H:28]([CH3:62])[C@H:29]([OH:61])[C@H:30]([CH3:60])[C@@H:31]([OH:59])[C@@H:32]([CH3:58])[CH:33]=[CH:34][CH:35]=[C:36]([CH3:57])[C:37]([NH:39][C:40]4[C:55](=[O:56])[C:14](=[C:15]([C:42]5=[N:43][C:44]6([CH2:50][CH2:49][N:48]([CH2:51][CH:52]([CH3:54])[CH3:53])[CH2:47][CH2:46]6)[NH:45][C:41]=45)[C:16]=2[C:20]3=[O:21])[C:13]=1[OH:71])=[O:38]. Product: [CH3:11][C:12]1[C:17]2[O:18][C@:19]3([CH3:70])[O:22][CH:23]=[CH:24][C@H:25]([O:68][CH3:69])[C@@H:26]([CH3:67])[C@@H:27]([O:63][C:64]([CH3:66])=[O:65])[C@H:28]([CH3:62])[C@H:29]([OH:61])[C@H:30]([CH3:60])[C@@H:31]([OH:59])[C@@H:32]([CH3:58])[CH:33]=[CH:34][CH:35]=[C:36]([CH3:57])[C:37]([NH:39][C:40]4[C:55](=[O:56])[C:14](=[C:15]([C:42]5=[N:43][C:44]6([CH2:50][CH2:49][N:48]([CH2:51][CH:52]([CH3:53])[CH3:54])[CH2:47][CH2:46]6)[NH:45][C:41]=45)[C:16]=2[C:20]3=[O:21])[C:13]=1[OH:71])=[O:38].[CH:1]1[C:6]([C:7]([NH:9][NH2:10])=[O:8])=[CH:5][CH:4]=[N:3][CH:2]=1. The catalyst class is: 138. (5) Reactant: [C:1]([NH:4][C@@H:5]1[C@@H:14]([OH:15])[C@H:13]([OH:16])[C@@H:12]([CH2:17][O:18][C:19]([C:32]2[CH:37]=[CH:36][CH:35]=[CH:34][CH:33]=2)([C:26]2[CH:31]=[CH:30][CH:29]=[CH:28][CH:27]=2)[C:20]2[CH:25]=[CH:24][CH:23]=[CH:22][CH:21]=2)[O:11][CH:6]1[O:7][CH2:8][CH:9]=[CH2:10])(=[O:3])[CH3:2].[OH-].[K+].[CH2:40](Br)[C:41]1[CH:46]=[CH:45][CH:44]=[CH:43][CH:42]=1. Product: [C:1]([NH:4][C@@H:5]1[C@@:14]([CH2:40][C:41]2[CH:46]=[CH:45][CH:44]=[CH:43][CH:42]=2)([OH:15])[C@H:13]([O:16][CH2:19][C:20]2[CH:25]=[CH:24][CH:23]=[CH:22][CH:21]=2)[C@@H:12]([CH2:17][O:18][C:19]([C:26]2[CH:31]=[CH:30][CH:29]=[CH:28][CH:27]=2)([C:20]2[CH:21]=[CH:22][CH:23]=[CH:24][CH:25]=2)[C:32]2[CH:37]=[CH:36][CH:35]=[CH:34][CH:33]=2)[O:11][CH:6]1[O:7][CH2:8][CH:9]=[CH2:10])(=[O:3])[CH3:2]. The catalyst class is: 11. (6) Reactant: Cl[C:2]1[C:3]([N+:15]([O-:17])=[O:16])=[C:4]([C:9]([N+:12]([O-:14])=[O:13])=[CH:10][CH:11]=1)[C:5]([O:7][CH3:8])=[O:6].[N:18]1([CH2:21][CH2:22][OH:23])[CH2:20][CH2:19]1.[Li+].[Br-].[Cl-:26].[Na+].O. Product: [Cl:26][CH2:20][CH2:19][N:18]([CH2:21][CH2:22][OH:23])[C:2]1[C:3]([N+:15]([O-:17])=[O:16])=[C:4]([C:9]([N+:12]([O-:14])=[O:13])=[CH:10][CH:11]=1)[C:5]([O:7][CH3:8])=[O:6]. The catalyst class is: 3.